Dataset: Reaction yield outcomes from USPTO patents with 853,638 reactions. Task: Predict the reaction yield, written as a fraction of the theoretical maximum amount of product (1.0 means a 100% yield; for example, 0.34 means a 34% yield). The product is [C:19]1([CH3:24])[CH:20]=[CH:21][CH:22]=[CH:23][C:18]=1[NH:16][CH2:9][C:10]1[CH:15]=[CH:14][CH:13]=[CH:12][CH:11]=1. The catalyst is [Cu]I.CCCCCC.C(OCC)(=O)C.C(O)CCC. The reactants are [O-]P([O-])([O-])=O.[K+].[K+].[K+].[CH2:9]([NH2:16])[C:10]1[CH:15]=[CH:14][CH:13]=[CH:12][CH:11]=1.I[C:18]1[CH:23]=[CH:22][CH:21]=[CH:20][C:19]=1[CH3:24].C(O)CO. The yield is 0.690.